Dataset: Full USPTO retrosynthesis dataset with 1.9M reactions from patents (1976-2016). Task: Predict the reactants needed to synthesize the given product. (1) The reactants are: C(OC(=O)[NH:7][CH2:8][CH2:9][N:10]([CH2:23][CH2:24][CH2:25][CH2:26][CH3:27])[CH2:11][C:12]1[CH:17]=[CH:16][C:15]([O:18][C:19]([F:22])([F:21])[F:20])=[CH:14][CH:13]=1)(C)(C)C.FC(F)(F)C(O)=O. Given the product [CH2:23]([N:10]([CH2:11][C:12]1[CH:13]=[CH:14][C:15]([O:18][C:19]([F:20])([F:21])[F:22])=[CH:16][CH:17]=1)[CH2:9][CH2:8][NH2:7])[CH2:24][CH2:25][CH2:26][CH3:27], predict the reactants needed to synthesize it. (2) Given the product [C:19]([Si:16]([CH3:18])([CH3:17])[O:15][CH2:14][C@@H:13]([CH3:23])[CH2:12][CH2:11][CH2:10][CH2:9][OH:8])([CH3:21])([CH3:22])[CH3:20], predict the reactants needed to synthesize it. The reactants are: C([O:8][CH2:9][CH2:10][CH2:11][CH2:12][C@H:13]([CH3:23])[CH2:14][O:15][Si:16]([C:19]([CH3:22])([CH3:21])[CH3:20])([CH3:18])[CH3:17])C1C=CC=CC=1. (3) The reactants are: [C:1]([OH:6])(=[O:5])[C:2]([CH3:4])=[O:3].[OH-:7].[Na+].[C:9]([O-])(=[O:13])[CH:10]([CH3:12])[OH:11].P([O-])([O-])([O-])=[O:16]. Given the product [O:7]=[CH:12][C@@H:10]([C@H:9]([C@@H:4]([C@@H:2]([CH2:1][OH:6])[OH:3])[OH:16])[OH:13])[OH:11].[C:1]([O-:6])(=[O:5])[C:2]([CH3:4])=[O:3], predict the reactants needed to synthesize it. (4) Given the product [C:53]([O:57][C:58]([N:60]1[CH2:65][CH2:64][N:63]([C:67]2[CH:68]=[CH:69][C:70]([O:73][C:74]([F:75])([F:76])[F:77])=[CH:71][CH:72]=2)[CH2:62][CH2:61]1)=[O:59])([CH3:56])([CH3:54])[CH3:55], predict the reactants needed to synthesize it. The reactants are: C(=O)([O-])[O-].[Cs+].[Cs+].C1(P(C2C=CC=CC=2)C2C=CC3C(=CC=CC=3)C=2C2C3C(=CC=CC=3)C=CC=2P(C2C=CC=CC=2)C2C=CC=CC=2)C=CC=CC=1.[C:53]([O:57][C:58]([N:60]1[CH2:65][CH2:64][NH:63][CH2:62][CH2:61]1)=[O:59])([CH3:56])([CH3:55])[CH3:54].Br[C:67]1[CH:72]=[CH:71][C:70]([O:73][C:74]([F:77])([F:76])[F:75])=[CH:69][CH:68]=1. (5) The reactants are: [CH2:1]([O:3][C:4]1[CH:12]=[CH:11][C:7]([C:8]([OH:10])=O)=[CH:6][C:5]=1[C:13]#[C:14][C:15]1[CH:20]=[CH:19][CH:18]=[CH:17][N:16]=1)[CH3:2].[N:21]1[CH:26]=[CH:25][CH:24]=[CH:23][C:22]=1[N:27]1[CH2:32][CH2:31][NH:30][CH2:29][CH2:28]1.C(N(CC)CC)C.C1CN([P+](ON2N=NC3C=CC=CC2=3)(N2CCCC2)N2CCCC2)CC1.F[P-](F)(F)(F)(F)F. Given the product [CH2:1]([O:3][C:4]1[CH:12]=[CH:11][C:7]([C:8]([N:30]2[CH2:31][CH2:32][N:27]([C:22]3[CH:23]=[CH:24][CH:25]=[CH:26][N:21]=3)[CH2:28][CH2:29]2)=[O:10])=[CH:6][C:5]=1[C:13]#[C:14][C:15]1[CH:20]=[CH:19][CH:18]=[CH:17][N:16]=1)[CH3:2], predict the reactants needed to synthesize it. (6) Given the product [Cl:11][C:12]1[CH:17]=[CH:16][CH:15]=[CH:14][C:13]=1[N:18]1[C:22]([C:23]2[CH:24]=[CH:25][C:26]([O:29][S:5]([CH2:4][CH2:3][C:2]([F:10])([F:9])[F:1])(=[O:7])=[O:6])=[CH:27][CH:28]=2)=[C:21]([CH3:30])[C:20]([C:31]([O:33][CH2:34][C:35]([Cl:38])([Cl:36])[Cl:37])=[O:32])=[N:19]1, predict the reactants needed to synthesize it. The reactants are: [F:1][C:2]([F:10])([F:9])[CH2:3][CH2:4][S:5](Cl)(=[O:7])=[O:6].[Cl:11][C:12]1[CH:17]=[CH:16][CH:15]=[CH:14][C:13]=1[N:18]1[C:22]([C:23]2[CH:28]=[CH:27][C:26]([OH:29])=[CH:25][CH:24]=2)=[C:21]([CH3:30])[C:20]([C:31]([O:33][CH2:34][C:35]([Cl:38])([Cl:37])[Cl:36])=[O:32])=[N:19]1.O. (7) Given the product [C:20]([C:22]1[CH:23]=[CH:24][C:25]([O:32][CH3:33])=[C:26]([S:28]([NH:1][CH2:2][CH2:3][C:4]2[CH:12]=[CH:11][C:7]([N:8]([CH3:9])[CH3:10])=[CH:6][CH:5]=2)(=[O:30])=[O:29])[CH:27]=1)#[N:21], predict the reactants needed to synthesize it. The reactants are: [NH2:1][CH2:2][CH2:3][C:4]1[CH:12]=[CH:11][C:7]([N:8]([CH3:10])[CH3:9])=[CH:6][CH:5]=1.C(=O)([O-])[O-].[K+].[K+].O.[C:20]([C:22]1[CH:23]=[CH:24][C:25]([O:32][CH3:33])=[C:26]([S:28](Cl)(=[O:30])=[O:29])[CH:27]=1)#[N:21].